Dataset: Forward reaction prediction with 1.9M reactions from USPTO patents (1976-2016). Task: Predict the product of the given reaction. Given the reactants [Br:1][C:2]1[CH:3]=[CH:4][C:5]([F:19])=[C:6]([C@:8]2([CH3:18])[C:14]([F:16])([F:15])[CH2:13][O:12][CH2:11][C:10]([NH2:17])=[N:9]2)[CH:7]=1.C(N(CC)CC)C.[CH3:27][O:28][C:29]1[CH:34]=[CH:33][C:32]([C:35](Cl)([C:42]2[CH:47]=[CH:46][C:45]([O:48][CH3:49])=[CH:44][CH:43]=2)[C:36]2[CH:41]=[CH:40][CH:39]=[CH:38][CH:37]=2)=[CH:31][CH:30]=1, predict the reaction product. The product is: [CH3:49][O:48][C:45]1[CH:44]=[CH:43][C:42]([C:35]([C:32]2[CH:31]=[CH:30][C:29]([O:28][CH3:27])=[CH:34][CH:33]=2)([C:36]2[CH:41]=[CH:40][CH:39]=[CH:38][CH:37]=2)[NH:17][C:10]2[CH2:11][O:12][CH2:13][C:14]([F:16])([F:15])[C@:8]([C:6]3[CH:7]=[C:2]([Br:1])[CH:3]=[CH:4][C:5]=3[F:19])([CH3:18])[N:9]=2)=[CH:47][CH:46]=1.